Predict the reactants needed to synthesize the given product. From a dataset of Full USPTO retrosynthesis dataset with 1.9M reactions from patents (1976-2016). (1) Given the product [CH3:1][O:2][C:3]([C:5]1[CH:10]=[C:9]([N:11]2[CH2:16][CH2:15][N:14]([C:17]([O:19][C:20]([CH3:23])([CH3:22])[CH3:21])=[O:18])[CH2:13][CH2:12]2)[N:8]=[C:7]([C:24]2[CH:29]=[CH:28][N:27]=[C:26]([NH:43][CH:37]3[CH2:42][CH2:41][CH2:40][CH2:39][CH2:38]3)[CH:25]=2)[CH:6]=1)=[O:4], predict the reactants needed to synthesize it. The reactants are: [CH3:1][O:2][C:3]([C:5]1[CH:10]=[C:9]([N:11]2[CH2:16][CH2:15][N:14]([C:17]([O:19][C:20]([CH3:23])([CH3:22])[CH3:21])=[O:18])[CH2:13][CH2:12]2)[N:8]=[C:7]([C:24]2[CH:29]=[CH:28][N:27]=[C:26](Cl)[CH:25]=2)[CH:6]=1)=[O:4].C([O-])([O-])=O.[Cs+].[Cs+].[CH:37]1([NH2:43])[CH2:42][CH2:41][CH2:40][CH2:39][CH2:38]1. (2) Given the product [OH:3][C:4]1[C:9](=[O:10])[NH:8][C:7]([CH2:11][C:12]2([C:17]3[CH:22]=[CH:21][CH:20]=[CH:19][CH:18]=3)[CH2:13][CH2:14][CH2:15][CH2:16]2)=[N:6][C:5]=1[C:23]([OH:25])=[O:24], predict the reactants needed to synthesize it. The reactants are: [OH-].[Li+].[OH:3][C:4]1[C:5]([C:23]([O:25]C)=[O:24])=[N:6][C:7]([CH2:11][C:12]2([C:17]3[CH:22]=[CH:21][CH:20]=[CH:19][CH:18]=3)[CH2:16][CH2:15][CH2:14][CH2:13]2)=[N:8][C:9]=1[OH:10]. (3) Given the product [C:37]([OH:44])(=[O:43])/[CH:38]=[CH:39]/[C:40]([OH:42])=[O:41].[CH2:1]([C@@H:8]1[CH2:13][NH:12][CH2:11][CH2:10][N:9]1[C:14]([C:16]1[N:17]=[CH:18][N:19]([C@@H:27]2[CH2:32][CH2:31][CH2:30][CH2:29][C@:28]2([CH2:34][O:35][CH3:36])[OH:33])[C:20]=1[C:21]1[CH:22]=[CH:23][CH:24]=[CH:25][CH:26]=1)=[O:15])[C:2]1[CH:7]=[CH:6][CH:5]=[CH:4][CH:3]=1, predict the reactants needed to synthesize it. The reactants are: [CH2:1]([C@@H:8]1[CH2:13][NH:12][CH2:11][CH2:10][N:9]1[C:14]([C:16]1[N:17]=[CH:18][N:19]([C@@H:27]2[CH2:32][CH2:31][CH2:30][CH2:29][C@:28]2([CH2:34][O:35][CH3:36])[OH:33])[C:20]=1[C:21]1[CH:26]=[CH:25][CH:24]=[CH:23][CH:22]=1)=[O:15])[C:2]1[CH:7]=[CH:6][CH:5]=[CH:4][CH:3]=1.[C:37]([OH:44])(=[O:43])/[CH:38]=[CH:39]/[C:40]([OH:42])=[O:41].